This data is from Catalyst prediction with 721,799 reactions and 888 catalyst types from USPTO. The task is: Predict which catalyst facilitates the given reaction. Reactant: [Cl:1][CH2:2][CH2:3][CH2:4][S:5]([N:8](S(CCCCl)(=O)=O)[C:9]1[CH:17]=[C:16]([C:18]([O:20]C)=[O:19])[CH:15]=[C:14]2[C:10]=1[CH:11]=[CH:12][N:13]2[CH2:22][CH3:23])(=[O:7])=[O:6].[OH-].[Na+]. Product: [Cl:1][CH2:2][CH2:3][CH2:4][S:5]([NH:8][C:9]1[CH:17]=[C:16]([C:18]([OH:20])=[O:19])[CH:15]=[C:14]2[C:10]=1[CH:11]=[CH:12][N:13]2[CH2:22][CH3:23])(=[O:6])=[O:7]. The catalyst class is: 5.